From a dataset of Full USPTO retrosynthesis dataset with 1.9M reactions from patents (1976-2016). Predict the reactants needed to synthesize the given product. Given the product [CH3:45][S:42]([C:39]1[CH:40]=[CH:41][C:36]([CH2:35][N:7]2[C:8]3=[N:9][CH:10]=[CH:11][CH:12]=[C:13]3[C:5]([CH2:4][C:3]([OH:2])=[O:15])=[C:6]2[CH3:14])=[CH:37][C:38]=1[C:46]([F:47])([F:49])[F:48])(=[O:44])=[O:43], predict the reactants needed to synthesize it. The reactants are: C[O:2][C:3](=[O:15])[CH2:4][C:5]1[C:13]2[C:8](=[N:9][CH:10]=[CH:11][CH:12]=2)[NH:7][C:6]=1[CH3:14].CCN(P1(N(C)CCCN1C)=NC(C)(C)C)CC.Br[CH2:35][C:36]1[CH:41]=[CH:40][C:39]([S:42]([CH3:45])(=[O:44])=[O:43])=[C:38]([C:46]([F:49])([F:48])[F:47])[CH:37]=1.